From a dataset of Catalyst prediction with 721,799 reactions and 888 catalyst types from USPTO. Predict which catalyst facilitates the given reaction. Reactant: [NH2:1][CH:2]1[CH2:10][C:9]2[C:4](=[CH:5][C:6]([F:12])=[C:7]([F:11])[CH:8]=2)[C:3]1=[O:13].Cl[C:15]([O:17][CH2:18][C:19]1[CH:24]=[CH:23][CH:22]=[CH:21][CH:20]=1)=[O:16]. Product: [CH2:18]([O:17][C:15](=[O:16])[NH:1][CH:2]1[CH2:10][C:9]2[C:4](=[CH:5][C:6]([F:12])=[C:7]([F:11])[CH:8]=2)[C:3]1=[O:13])[C:19]1[CH:24]=[CH:23][CH:22]=[CH:21][CH:20]=1. The catalyst class is: 250.